Dataset: TCR-epitope binding with 47,182 pairs between 192 epitopes and 23,139 TCRs. Task: Binary Classification. Given a T-cell receptor sequence (or CDR3 region) and an epitope sequence, predict whether binding occurs between them. (1) The epitope is GILGFVFTL. The TCR CDR3 sequence is CASSQDRREQYF. Result: 1 (the TCR binds to the epitope). (2) The epitope is RLRPGGKKK. The TCR CDR3 sequence is CASSQRFPASYEQYF. Result: 0 (the TCR does not bind to the epitope). (3) The epitope is KLGGALQAK. The TCR CDR3 sequence is CASSELDEETQYF. Result: 1 (the TCR binds to the epitope).